This data is from Full USPTO retrosynthesis dataset with 1.9M reactions from patents (1976-2016). The task is: Predict the reactants needed to synthesize the given product. (1) Given the product [CH3:1][O:2][CH2:3][CH2:4][O:5][C:6]1[CH:7]=[CH:8][C:9]([C:12]2[C:13](=[O:22])[NH:14][C:15]3([CH2:21][CH2:20][CH2:19][CH2:18][CH2:17]3)[N:16]=2)=[CH:10][CH:11]=1, predict the reactants needed to synthesize it. The reactants are: [CH3:1][O:2][CH2:3][CH2:4][O:5][C:6]1[CH:11]=[CH:10][C:9]([CH:12]2[NH:16][C:15]3([CH2:21][CH2:20][CH2:19][CH2:18][CH2:17]3)[NH:14][C:13]2=[O:22])=[CH:8][CH:7]=1.BrN1C(=O)CCC1=O. (2) The reactants are: Br[C:2]1[CH:3]=[C:4]([C:8]([NH:10][C:11](=[O:17])[O:12][C:13]([CH3:16])([CH3:15])[CH3:14])=[NH:9])[CH:5]=[CH:6][CH:7]=1.[CH3:18][C:19]1([CH3:35])[C:23]([CH3:25])([CH3:24])[O:22][B:21]([B:21]2[O:22][C:23]([CH3:25])([CH3:24])[C:19]([CH3:35])([CH3:18])[O:20]2)[O:20]1.C([O-])(=O)C.[K+].C(Cl)Cl. Given the product [NH:9]=[C:8]([NH:10][C:11](=[O:17])[O:12][C:13]([CH3:16])([CH3:15])[CH3:14])[C:4]1[CH:5]=[CH:6][CH:7]=[C:2]([B:21]2[O:22][C:23]([CH3:25])([CH3:24])[C:19]([CH3:35])([CH3:18])[O:20]2)[CH:3]=1, predict the reactants needed to synthesize it. (3) Given the product [Cl:24][C:18]1[C:19]([C:54]([F:57])([F:56])[F:55])=[CH:20][CH:21]=[CH:22][C:17]=1[C:15]([N:12]1[CH2:13][CH2:14][N:9]([C:3]2[CH:4]=[CH:5][C:6]([F:8])=[CH:7][C:2]=2[O:40][CH:41]([CH3:42])[CH3:43])[C:10](=[O:25])[CH2:11]1)=[O:16], predict the reactants needed to synthesize it. The reactants are: Cl[C:2]1[CH:7]=[C:6]([F:8])[CH:5]=[CH:4][C:3]=1[N:9]1[CH2:14][CH2:13][N:12]([C:15]([C:17]2[CH:22]=[CH:21][CH:20]=[C:19](Cl)[C:18]=2[Cl:24])=[O:16])[CH2:11][C:10]1=[O:25].FC1C=CC(N2CCNCC2=O)=C([O:40][CH:41]([CH3:43])[CH3:42])C=1.FC1C([C:54]([F:57])([F:56])[F:55])=CC=CC=1C(Cl)=O.ClC1C=C(F)C=CC=1N1CCNCC1=O.ClC1C(Cl)=CC=CC=1C(Cl)=O. (4) Given the product [CH2:11]([NH:10][CH:7]1[CH2:8][CH2:9][C:4](=[O:3])[CH2:5][CH2:6]1)[CH2:12][CH3:13], predict the reactants needed to synthesize it. The reactants are: C1O[C:4]2([CH2:9][CH2:8][CH:7]([NH:10][CH2:11][CH2:12][CH3:13])[CH2:6][CH2:5]2)[O:3]C1.Cl.C(=O)([O-])[O-].[Na+].[Na+]. (5) Given the product [C:36]([O:39][C:40]([NH:3][C@H:4]1[C@@H:5]([CH2:19][OH:21])[CH2:6][N:7]([C:9]([O:11][CH2:12][C:13]2[CH:14]=[CH:15][CH:16]=[CH:17][CH:18]=2)=[O:10])[CH2:8]1)=[O:41])([CH3:38])([CH3:37])[CH3:35], predict the reactants needed to synthesize it. The reactants are: CO[N:3]=[C:4]1[CH2:8][N:7]([C:9]([O:11][CH2:12][C:13]2[CH:18]=[CH:17][CH:16]=[CH:15][CH:14]=2)=[O:10])[CH2:6][CH:5]1[C:19]([O:21]C)=O.B.C1COCC1.C([O-])([O-])=O.[K+].[K+].[CH3:35][C:36]([O:39][C:40](O[C:40]([O:39][C:36]([CH3:38])([CH3:37])[CH3:35])=[O:41])=[O:41])([CH3:38])[CH3:37]. (6) Given the product [CH3:15][S:16]([O:7][CH2:1][CH2:2][CH2:3][C@@H:4]([O:6][S:16]([CH3:15])(=[O:18])=[O:17])[CH3:5])(=[O:18])=[O:17], predict the reactants needed to synthesize it. The reactants are: [CH2:1]([OH:7])[CH2:2][CH2:3][C@@H:4]([OH:6])[CH3:5].C(N(CC)CC)C.[CH3:15][S:16](Cl)(=[O:18])=[O:17]. (7) Given the product [CH3:1][O:2][C:3](=[O:36])[CH2:4][C:5]1[CH:10]=[CH:9][C:8]([CH3:37])=[C:7]([O:19][C:20]2[CH:25]=[CH:24][C:23]([N+:26]([O-:28])=[O:27])=[CH:22][C:21]=2[CH2:29][S:30][CH2:31][C:32]([F:35])([F:33])[F:34])[CH:6]=1, predict the reactants needed to synthesize it. The reactants are: [CH3:1][O:2][C:3](=[O:36])[CH2:4][C:5]1[CH:10]=[CH:9][C:8](OS(C(F)(F)F)(=O)=O)=[C:7]([O:19][C:20]2[CH:25]=[CH:24][C:23]([N+:26]([O-:28])=[O:27])=[CH:22][C:21]=2[CH2:29][S:30][CH2:31][C:32]([F:35])([F:34])[F:33])[CH:6]=1.[CH3:37]B1OB(C)OB(C)O1.C(=O)([O-])[O-].[K+].[K+].